Task: Predict the reactants needed to synthesize the given product.. Dataset: Full USPTO retrosynthesis dataset with 1.9M reactions from patents (1976-2016) (1) Given the product [C:15]([O:10][C:8]1[C:7]2[CH:11]=[CH:12][CH:13]=[CH:14][C:6]=2[O:5][CH:4]=1)(=[O:17])[CH3:16], predict the reactants needed to synthesize it. The reactants are: C([CH2:4][O:5][C:6]1[CH:14]=[CH:13][CH:12]=[CH:11][C:7]=1[C:8]([OH:10])=O)(O)=O.[C:15](OC(=O)C)(=[O:17])[CH3:16]. (2) Given the product [CH3:1][C:2]1[CH:7]=[CH:6][CH:5]=[CH:4][C:3]=1[N:8]1[CH2:13][CH2:12][N:11]([CH:16]=[O:17])[CH2:10][CH2:9]1, predict the reactants needed to synthesize it. The reactants are: [CH3:1][C:2]1[CH:7]=[CH:6][CH:5]=[CH:4][C:3]=1[N:8]1[CH2:13][CH2:12][NH:11][CH2:10][CH2:9]1.ClC(Cl)(Cl)[CH:16]=[O:17]. (3) The reactants are: [C@H:1]12[CH2:8][CH2:7][CH2:6][C@H:5]1[CH2:4][NH:3][C@@H:2]2[CH2:9][NH:10][C:11]([C:13]1[N:20]2[C:16]([S:17][CH:18]=[CH:19]2)=[N:15][CH:14]=1)=[O:12].[CH3:21][C:22]1[S:23][C:24]([C:30]2[CH:31]=[C:32]([CH3:36])[CH:33]=[CH:34][CH:35]=2)=[C:25]([C:27](O)=[O:28])[N:26]=1. Given the product [CH3:21][C:22]1[S:23][C:24]([C:30]2[CH:31]=[C:32]([CH3:36])[CH:33]=[CH:34][CH:35]=2)=[C:25]([C:27]([N:3]2[CH2:4][C@H:5]3[C@H:1]([CH2:8][CH2:7][CH2:6]3)[C@H:2]2[CH2:9][NH:10][C:11]([C:13]2[N:20]3[C:16]([S:17][CH:18]=[CH:19]3)=[N:15][CH:14]=2)=[O:12])=[O:28])[N:26]=1, predict the reactants needed to synthesize it. (4) Given the product [N:21]1([CH2:6][C:7]2[N:8]=[C:9]([NH:13][C:14](=[O:15])[O:16][C:17]([CH3:20])([CH3:19])[CH3:18])[CH:10]=[CH:11][CH:12]=2)[CH2:26][CH2:25][O:24][CH2:23][CH2:22]1, predict the reactants needed to synthesize it. The reactants are: CS(O[CH2:6][C:7]1[CH:12]=[CH:11][CH:10]=[C:9]([NH:13][C:14]([O:16][C:17]([CH3:20])([CH3:19])[CH3:18])=[O:15])[N:8]=1)(=O)=O.[NH:21]1[CH2:26][CH2:25][O:24][CH2:23][CH2:22]1.C(=O)([O-])[O-].[K+].[K+]. (5) Given the product [CH3:13][N:14]1[CH2:19][CH2:18][N:17]([C:2]2[CH:9]=[CH:8][C:7]([N+:10]([O-:12])=[O:11])=[CH:6][C:3]=2[C:4]#[N:5])[CH2:16][CH2:15]1, predict the reactants needed to synthesize it. The reactants are: F[C:2]1[CH:9]=[CH:8][C:7]([N+:10]([O-:12])=[O:11])=[CH:6][C:3]=1[C:4]#[N:5].[CH3:13][N:14]1[CH2:19][CH2:18][NH:17][CH2:16][CH2:15]1.C([O-])([O-])=O.[K+].[K+]. (6) Given the product [C:62]([C:59]1[CH:60]=[CH:61][C:56]([C:54]2[N:53]([C:64]3[CH:69]=[CH:68][CH:67]=[CH:66][CH:65]=3)[N:52]=[C:51]([C:49]([OH:50])=[O:48])[CH:55]=2)=[N:57][CH:58]=1)#[N:63], predict the reactants needed to synthesize it. The reactants are: C([Sn](C#N)(CCCC)CCCC)CCC.C(OC(C1C=C(C2C=CC(OS(C(F)(F)F)(=O)=O)=CN=2)N(C2C=CC=CC=2)N=1)=O)C.C([O:48][C:49]([C:51]1[CH:55]=[C:54]([C:56]2[CH:61]=[CH:60][C:59]([C:62]#[N:63])=[CH:58][N:57]=2)[N:53]([C:64]2[CH:69]=[CH:68][CH:67]=[CH:66][CH:65]=2)[N:52]=1)=[O:50])C.O.[OH-].[Li+]. (7) Given the product [F:15][C:8]([F:7])([F:14])[C:9]([NH:6][CH2:5][CH2:4][NH:3][CH2:1][CH3:2])=[O:11], predict the reactants needed to synthesize it. The reactants are: [CH2:1]([NH:3][CH2:4][CH2:5][NH2:6])[CH3:2].[F:7][C:8]([F:15])([F:14])[C:9]([O:11]CC)=O.O.